Task: Binary Classification. Given a drug SMILES string, predict its activity (active/inactive) in a high-throughput screening assay against a specified biological target.. Dataset: KCNQ2 potassium channel screen with 302,405 compounds (1) The molecule is Brc1ccc(C2N3C(C4C2C(=O)N(C4=O)C(C)(C)C)(Cc2ccccc2)C(=O)N(C3=O)c2ccc(Br)cc2)cc1. The result is 0 (inactive). (2) The drug is ON1C(C(=[N+]([O-])C1(C)C)C)(C)C. The result is 0 (inactive). (3) The result is 0 (inactive). The drug is O=C(NCCOC)C1(N(C(C=C1)C)C(=O)C)Cc1ccccc1. (4) The compound is S(=O)(=O)(N)c1ccc(NC(=S)NC(=O)/C=C\c2cc(OC)c(OC)cc2)cc1. The result is 0 (inactive). (5) The compound is O(c1c(ccc(N)c1)C(O)=O)C. The result is 0 (inactive). (6) The molecule is Clc1c(c(NC(=O)Nc2c(cccc2)C(=O)N)ccc1)C. The result is 0 (inactive). (7) The compound is S(=O)(=O)(NCC(C)C)c1ccc(CCC(=O)N2CCN(CC2)c2ccccc2)cc1. The result is 0 (inactive). (8) The molecule is s1c(NC(=O)C2CC2)nnc1SCC(=O)NCc1ccc(OC)cc1. The result is 0 (inactive). (9) The result is 0 (inactive). The compound is Clc1ccc(OCC(=O)NCCS(=O)(=O)N2CCN(CC2)c2ccc(F)cc2)cc1.